From a dataset of Full USPTO retrosynthesis dataset with 1.9M reactions from patents (1976-2016). Predict the reactants needed to synthesize the given product. (1) Given the product [C:4]([O:3][C:1](=[O:2])[NH:8][CH:9]([C:10]1[N:34]([C:35]2[CH:36]=[CH:37][N:38]=[CH:39][CH:40]=2)[C:29]2[CH:28]=[C:27]([F:26])[CH:32]=[CH:31][C:30]=2[N:33]=1)[CH3:11])([CH3:7])([CH3:6])[CH3:5], predict the reactants needed to synthesize it. The reactants are: [C:1]([NH:8][C@H:9]([C:11](N)=O)[CH3:10])([O:3][C:4]([CH3:7])([CH3:6])[CH3:5])=[O:2].F[B-](F)(F)F.C([O+](CC)CC)C.[F:26][C:27]1[CH:28]=[C:29]([NH:34][C:35]2[CH:40]=[CH:39][N:38]=[CH:37][CH:36]=2)[C:30]([NH2:33])=[CH:31][CH:32]=1. (2) Given the product [ClH:26].[CH2:1]([NH:8][CH:9]1[CH2:14][CH2:13][C:12]([C:18]2[CH:23]=[CH:22][CH:21]=[CH:20][CH:19]=2)([N:15]([CH3:17])[CH3:16])[CH2:11][CH2:10]1)[C:2]1[CH:3]=[CH:4][CH:5]=[CH:6][CH:7]=1, predict the reactants needed to synthesize it. The reactants are: [CH2:1]([NH:8][CH:9]1[CH2:14][CH2:13][C:12]([C:18]2[CH:23]=[CH:22][CH:21]=[CH:20][CH:19]=2)([N:15]([CH3:17])[CH3:16])[CH2:11][CH2:10]1)[C:2]1[CH:7]=[CH:6][CH:5]=[CH:4][CH:3]=1.Cl.O.[Cl:26][Si](C)(C)C. (3) Given the product [O:13]1[C:17]2[CH:18]=[CH:19][C:20]([CH:22]([C:26]3[C:34]4[C:29](=[CH:30][C:31]([C:35]([NH2:36])=[O:37])=[CH:32][CH:33]=4)[N:28]([CH3:38])[CH:27]=3)[C:23]([NH:57][S:54]([C:51]3[CH:52]=[CH:53][C:48]([CH3:58])=[CH:49][CH:50]=3)(=[O:55])=[O:56])=[O:24])=[CH:21][C:16]=2[O:15][CH2:14]1, predict the reactants needed to synthesize it. The reactants are: Cl.CN(C)CCCN=C=NCC.[O:13]1[C:17]2[CH:18]=[CH:19][C:20]([CH:22]([C:26]3[C:34]4[C:29](=[CH:30][C:31]([C:35](=[O:37])[NH2:36])=[CH:32][CH:33]=4)[N:28]([CH3:38])[CH:27]=3)[C:23](O)=[O:24])=[CH:21][C:16]=2[O:15][CH2:14]1.CN(C1C=CC=CN=1)C.[C:48]1([CH3:58])[CH:53]=[CH:52][C:51]([S:54]([NH2:57])(=[O:56])=[O:55])=[CH:50][CH:49]=1. (4) Given the product [CH3:64][C:51]1([CH3:65])[C@@H:52]([C:54]([O:33][C@H:20]2[CH2:19][CH2:18][C@@:17]3([CH3:34])[C@@H:22]([CH2:23][CH2:24][C@:25]4([CH3:30])[C@@H:16]3[CH2:15][CH2:14][C@H:13]3[C@@:26]4([CH3:29])[CH2:27][CH2:28][C@@:11]4([C:9]([N:6]5[CH2:5][CH2:4][N:3]([CH2:1][CH3:2])[CH2:8][CH2:7]5)=[O:10])[CH2:37][CH2:36][C@@H:35]([C:38]5([CH3:41])[CH2:39][CH2:40]5)[C@@H:12]43)[C:21]2([CH3:31])[CH3:32])=[O:55])[CH2:53][C@H:50]1[C:48]([O:47][CH2:45][C:44]1[CH:43]=[CH:69][CH:68]=[CH:67][CH:66]=1)=[O:49], predict the reactants needed to synthesize it. The reactants are: [CH2:1]([N:3]1[CH2:8][CH2:7][N:6]([C:9]([C@:11]23[CH2:37][CH2:36][C@@H:35]([C:38]4([CH3:41])[CH2:40][CH2:39]4)[C@@H:12]2[C@@H:13]2[C@@:26]([CH3:29])([CH2:27][CH2:28]3)[C@@:25]3([CH3:30])[C@@H:16]([C@:17]4([CH3:34])[C@@H:22]([CH2:23][CH2:24]3)[C:21]([CH3:32])([CH3:31])[C@@H:20]([OH:33])[CH2:19][CH2:18]4)[CH2:15][CH2:14]2)=[O:10])[CH2:5][CH2:4]1)[CH3:2].Cl[C:43]1[CH:69]=[C:68](Cl)[CH:67]=[C:66](Cl)[C:44]=1[C:45]([O:47][C:48]([C@H:50]1[CH2:53][C@@H:52]([C:54](OCC2C=CC=CC=2)=[O:55])[C:51]1([CH3:65])[CH3:64])=[O:49])=O. (5) Given the product [NH:3]=[C:4]=[NH:5].[CH:21]1[CH:22]=[CH:23][C:24]2[N:29]([OH:30])[N:28]=[N:27][C:25]=2[CH:26]=1, predict the reactants needed to synthesize it. The reactants are: CC(C)[N:3]=[C:4]=[N:5]C(C)C.CCN=C=NCCCN(C)C.[CH:21]1[CH:22]=[CH:23][C:24]2[N:29]([OH:30])[N:28]=[N:27][C:25]=2[CH:26]=1. (6) Given the product [N:32]([CH2:6][CH2:7][O:8][C:9]1[CH:14]=[CH:13][C:12]([CH2:15][C:16]([CH3:31])([CH2:22][CH2:23][CH2:24][C:25]2[CH:30]=[CH:29][CH:28]=[CH:27][CH:26]=2)[C:17]([O:19][CH2:20][CH3:21])=[O:18])=[CH:11][CH:10]=1)=[N+:33]=[N-:34], predict the reactants needed to synthesize it. The reactants are: CS(O[CH2:6][CH2:7][O:8][C:9]1[CH:14]=[CH:13][C:12]([CH2:15][C:16]([CH3:31])([CH2:22][CH2:23][CH2:24][C:25]2[CH:30]=[CH:29][CH:28]=[CH:27][CH:26]=2)[C:17]([O:19][CH2:20][CH3:21])=[O:18])=[CH:11][CH:10]=1)(=O)=O.[N-:32]=[N+:33]=[N-:34].[Na+]. (7) Given the product [N:10]1[CH:9]=[CH:8][C:7]([C:5]2[S:4][C:3]3[C:13](=[O:14])[NH:15][C:19]4([CH2:20][CH2:21][CH2:22]4)[NH:1][C:2]=3[CH:6]=2)=[CH:12][CH:11]=1, predict the reactants needed to synthesize it. The reactants are: [NH2:1][C:2]1[CH:6]=[C:5]([C:7]2[CH:12]=[CH:11][N:10]=[CH:9][CH:8]=2)[S:4][C:3]=1[C:13]([NH2:15])=[O:14].CC1C=[CH:19][C:20](S(O)(=O)=O)=[CH:21][CH:22]=1.C1(=O)CCC1.C([O-])(O)=O.[Na+]. (8) Given the product [CH3:14][N:13]([CH3:15])[CH2:12][CH2:11][CH2:10][C:9]([OH:16])=[O:8], predict the reactants needed to synthesize it. The reactants are: C([O:8][C:9](=[O:16])[CH2:10][CH2:11][CH2:12][N:13]([CH3:15])[CH3:14])C1C=CC=CC=1.[H][H]. (9) Given the product [F:12][C:13]1[CH:18]=[C:17]([N:19]([CH2:26][C:27]2[C:36]([CH3:37])=[C:35]3[C:30]([CH2:31][CH2:32][CH2:33][N:34]3[CH2:38][CH2:39][N:1]3[CH2:6][CH2:5][CH2:4][CH2:3][CH2:2]3)=[CH:29][CH:28]=2)[C:20](=[O:25])[C:21]([F:22])([F:23])[F:24])[CH:16]=[CH:15][C:14]=1[CH2:45][CH2:46][C:47]([O:49][CH2:50][CH3:51])=[O:48], predict the reactants needed to synthesize it. The reactants are: [NH:1]1[CH2:6][CH2:5][CH2:4][CH2:3][CH2:2]1.CN(C=O)C.[F:12][C:13]1[CH:18]=[C:17]([N:19]([CH2:26][C:27]2[C:36]([CH3:37])=[C:35]3[C:30]([CH2:31][CH2:32][CH2:33][N:34]3[CH2:38][CH2:39]OS(C)(=O)=O)=[CH:29][CH:28]=2)[C:20](=[O:25])[C:21]([F:24])([F:23])[F:22])[CH:16]=[CH:15][C:14]=1[CH2:45][CH2:46][C:47]([O:49][CH2:50][CH3:51])=[O:48].[I-].[K+].